Dataset: Cav3 T-type calcium channel HTS with 100,875 compounds. Task: Binary Classification. Given a drug SMILES string, predict its activity (active/inactive) in a high-throughput screening assay against a specified biological target. (1) The molecule is O1C(CC(=O)NCCc2ccc(cc2)C)C(=O)Nc2c1ccc(c2)C. The result is 0 (inactive). (2) The compound is Clc1cc2c3ncn(CCN4CCCCC4)c(=O)c3[nH]c2cc1. The result is 0 (inactive). (3) The molecule is S(=O)(=O)(c1cc2CCN(c2cc1)C(=O)C)CCC(=O)NCc1cc2OCOc2cc1. The result is 0 (inactive). (4) The compound is S1(=O)(=O)N=C(NCCOC(=O)c2cc(OC)c(OC)cc2)c2c1cccc2. The result is 0 (inactive).